The task is: Predict the reaction yield, written as a fraction of the theoretical maximum amount of product (1.0 means a 100% yield; for example, 0.34 means a 34% yield).. This data is from Reaction yield outcomes from USPTO patents with 853,638 reactions. (1) The reactants are S(Cl)([Cl:3])=O.[C:5]1([N:11]2[C:19]3[CH2:18][CH2:17][CH2:16][CH:15]([CH2:20][CH2:21]O)[C:14]=3[CH:13]=[N:12]2)[CH:10]=[CH:9][CH:8]=[CH:7][CH:6]=1. The catalyst is C1(C)C=CC=CC=1.C(OCC)(=O)C. The product is [Cl:3][CH2:21][CH2:20][CH:15]1[CH2:16][CH2:17][CH2:18][C:19]2[N:11]([C:5]3[CH:10]=[CH:9][CH:8]=[CH:7][CH:6]=3)[N:12]=[CH:13][C:14]1=2. The yield is 0.760. (2) The reactants are C([O:4][C:5]1[CH:6]=[C:7]([Br:19])[CH:8]=[C:9]2[C:14]=1[O:13][C:12]([CH3:16])([CH3:15])[CH2:11][C:10]2([CH3:18])[CH3:17])(=O)C.C(=O)([O-])[O-].[Na+].[Na+].C(OCC)(=O)C. The catalyst is CO.CCCCCC. The product is [Br:19][C:7]1[CH:8]=[C:9]2[C:14](=[C:5]([OH:4])[CH:6]=1)[O:13][C:12]([CH3:16])([CH3:15])[CH2:11][C:10]2([CH3:18])[CH3:17]. The yield is 0.840. (3) The reactants are [CH3:1][C@@H:2]([O:11][CH2:12]/[CH:13]=[CH:14]/[C:15]1[CH:35]=[CH:34][C:18]([CH2:19][N:20]2[CH:24]=[CH:23][CH:22]=[C:21]2[C:25]([C:27]2[CH:32]=[CH:31][C:30]([CH3:33])=[CH:29][CH:28]=2)=[O:26])=[CH:17][CH:16]=1)[C:3](N1CCOCC1)=[O:4].C1C[O:39]CC1.[OH-].[Li+]. The catalyst is CO.O. The product is [CH3:33][C:30]1[CH:29]=[CH:28][C:27]([C:25]([C:21]2[N:20]([CH2:19][C:18]3[CH:34]=[CH:35][C:15](/[CH:14]=[CH:13]/[CH2:12][O:11][C@H:2]([CH3:1])[C:3]([OH:4])=[O:39])=[CH:16][CH:17]=3)[CH:24]=[CH:23][CH:22]=2)=[O:26])=[CH:32][CH:31]=1. The yield is 0.850. (4) The reactants are [Cl:1][C:2]1[CH:3]=[C:4]2[C:8](=[CH:9][CH:10]=1)[NH:7][CH:6]=[C:5]2[CH2:11][CH2:12][NH:13][C:14](=[O:18])[C:15]([OH:17])=O.S(Cl)(Cl)=O.ClC1C=C2C(=CC=1)NC=C2CCNC(=O)C(Cl)=O.C(N(CC)CC)C.[C:48]1([CH2:54][C:55]([NH:57][NH2:58])=O)[CH:53]=[CH:52][CH:51]=[CH:50][CH:49]=1.C1(C)C=CC(S(Cl)(=O)=O)=CC=1. The catalyst is C(Cl)(Cl)Cl.ClCCl. The product is [CH2:54]([C:55]1[O:17][C:15]([C:14]([NH:13][CH2:12][CH2:11][C:5]2[C:4]3[C:8](=[CH:9][CH:10]=[C:2]([Cl:1])[CH:3]=3)[NH:7][CH:6]=2)=[O:18])=[N:58][N:57]=1)[C:48]1[CH:53]=[CH:52][CH:51]=[CH:50][CH:49]=1. The yield is 0.0250. (5) The catalyst is C(O)=O.[Zn]. The reactants are [Cl:1][C:2]1[CH:7]=[CH:6][C:5]([CH:8](O)[C:9]2[C:18]3[C:17](=[O:19])[N:16]([CH2:20][CH2:21][CH2:22][O:23][CH:24]4CCCC[O:25]4)[C:15](=[O:30])[N:14]([CH3:31])[C:13]=3[N:12]=[CH:11][C:10]=2[O:32][C:33]2[CH:34]=[N:35][C:36]([CH3:39])=[CH:37][CH:38]=2)=[CH:4][CH:3]=1. The yield is 0.458. The product is [CH:24]([O:23][CH2:22][CH2:21][CH2:20][N:16]1[C:17](=[O:19])[C:18]2[C:9]([CH2:8][C:5]3[CH:4]=[CH:3][C:2]([Cl:1])=[CH:7][CH:6]=3)=[C:10]([O:32][C:33]3[CH:34]=[N:35][C:36]([CH3:39])=[CH:37][CH:38]=3)[CH:11]=[N:12][C:13]=2[N:14]([CH3:31])[C:15]1=[O:30])=[O:25]. (6) The reactants are [CH2:1]([C:4]1[C:12]([O:13][CH2:14][CH2:15][Si:16]([CH3:19])([CH3:18])[CH3:17])=[C:11]2[C:7]([CH2:8][O:9][C:10]2=[O:20])=[C:6]([CH3:21])[C:5]=1[CH2:22][CH3:23])[CH:2]=C.NC(N)=S.C[OH:29]. The catalyst is C(Cl)Cl.N1C=CC=CC=1. The product is [CH2:22]([C:5]1[C:6]([CH3:21])=[C:7]2[C:11]([C:10](=[O:20])[O:9][CH2:8]2)=[C:12]([O:13][CH2:14][CH2:15][Si:16]([CH3:18])([CH3:19])[CH3:17])[C:4]=1[CH2:1][CH:2]=[O:29])[CH3:23]. The yield is 0.690. (7) The reactants are [CH2:1]([O:8][C:9]1[CH:10]=[CH:11][C:12](Br)=[C:13]([CH:32]=1)[O:14][CH2:15][C@H:16]([NH2:31])[C:17]1[CH:22]=[CH:21][C:20]([O:23][CH2:24][C:25]2[CH:30]=[CH:29][CH:28]=[CH:27][CH:26]=2)=[CH:19][CH:18]=1)[C:2]1[CH:7]=[CH:6][CH:5]=[CH:4][CH:3]=1.C1(P(C2C=CC=CC=2)C2C=CC3C(=CC=CC=3)C=2C2C3C(=CC=CC=3)C=CC=2P(C2C=CC=CC=2)C2C=CC=CC=2)C=CC=CC=1.CC(C)([O-])C.[K+].O. The catalyst is C1(C)C=CC=CC=1.C1C=CC(/C=C/C(/C=C/C2C=CC=CC=2)=O)=CC=1.C1C=CC(/C=C/C(/C=C/C2C=CC=CC=2)=O)=CC=1.C1C=CC(/C=C/C(/C=C/C2C=CC=CC=2)=O)=CC=1.[Pd].[Pd].C(OCC)(=O)C.CCCCCC. The product is [CH2:1]([O:8][C:9]1[CH:10]=[CH:11][C:12]2[NH:31][C@H:16]([C:17]3[CH:22]=[CH:21][C:20]([O:23][CH2:24][C:25]4[CH:30]=[CH:29][CH:28]=[CH:27][CH:26]=4)=[CH:19][CH:18]=3)[CH2:15][O:14][C:13]=2[CH:32]=1)[C:2]1[CH:7]=[CH:6][CH:5]=[CH:4][CH:3]=1. The yield is 0.550. (8) The reactants are [CH2:1]([NH2:4])[C:2]#[CH:3].C(=O)(O)[O-].[Na+].[C:10]([O:14][C:15](O[C:15]([O:14][C:10]([CH3:13])([CH3:12])[CH3:11])=[O:16])=[O:16])([CH3:13])([CH3:12])[CH3:11]. The catalyst is C1COCC1.O. The product is [CH2:1]([NH:4][C:15](=[O:16])[O:14][C:10]([CH3:13])([CH3:12])[CH3:11])[C:2]#[CH:3]. The yield is 0.670. (9) The reactants are [NH2:1][C:2]1[N:7]=[C:6](O)[C:5]([CH2:9][C:10]2[CH:15]=[CH:14][CH:13]=[CH:12][CH:11]=2)=[C:4]([CH3:16])[N:3]=1.P(Cl)(Cl)([Cl:19])=O. No catalyst specified. The product is [CH2:9]([C:5]1[C:6]([Cl:19])=[N:7][C:2]([NH2:1])=[N:3][C:4]=1[CH3:16])[C:10]1[CH:15]=[CH:14][CH:13]=[CH:12][CH:11]=1. The yield is 0.537.